From a dataset of Full USPTO retrosynthesis dataset with 1.9M reactions from patents (1976-2016). Predict the reactants needed to synthesize the given product. (1) Given the product [CH3:18][N:17]1[C:13]([N:1]2[C:5]3=[N:6][CH:7]=[CH:8][CH:9]=[C:4]3[CH:3]=[CH:2]2)=[C:14]([CH:20]=[O:21])[C:15]([CH3:19])=[N:16]1, predict the reactants needed to synthesize it. The reactants are: [NH:1]1[C:5]2=[N:6][CH:7]=[CH:8][CH:9]=[C:4]2[CH:3]=[CH:2]1.[H-].[Na+].Cl[C:13]1[N:17]([CH3:18])[N:16]=[C:15]([CH3:19])[C:14]=1[CH:20]=[O:21].O. (2) Given the product [N:7]1([C:13]2([CH2:17][NH2:18])[CH2:14][CH2:15][CH2:16]2)[CH2:12][CH2:11][CH2:10][CH2:9][CH2:8]1, predict the reactants needed to synthesize it. The reactants are: [H-].[Al+3].[Li+].[H-].[H-].[H-].[N:7]1([C:13]2([C:17]#[N:18])[CH2:16][CH2:15][CH2:14]2)[CH2:12][CH2:11][CH2:10][CH2:9][CH2:8]1.O.[OH-].[Na+]. (3) Given the product [CH3:18][O:17][N:16]([CH3:15])[C:11]([CH:4]1[C:5]2[C:10](=[CH:9][CH:8]=[CH:7][CH:6]=2)[NH:1][CH2:2][CH2:3]1)=[O:13], predict the reactants needed to synthesize it. The reactants are: [NH:1]1[C:10]2[C:5](=[CH:6][CH:7]=[CH:8][CH:9]=2)[CH:4]([C:11]([OH:13])=O)[CH2:3][CH2:2]1.Cl.[CH3:15][NH:16][O:17][CH3:18].CN1CCOCC1.Cl.C(N=C=NCCCN(C)C)C. (4) Given the product [Cl:32][C:30]1[CH:29]=[CH:28][C:27]([S:33]([NH2:36])(=[O:35])=[O:34])=[C:26]([CH2:25][CH2:24][NH:23][C:11]2[N:10]=[C:9]([NH:8][C@@H:5]3[CH2:6][CH2:7][C@H:2]([OH:1])[C:3]([CH3:21])([CH3:22])[CH2:4]3)[C:14]([C:15]#[N:16])=[CH:13][N:12]=2)[CH:31]=1, predict the reactants needed to synthesize it. The reactants are: [OH:1][C@H:2]1[CH2:7][CH2:6][C@@H:5]([NH:8][C:9]2[C:14]([C:15]#[N:16])=[CH:13][N:12]=[C:11](S(C)(=O)=O)[N:10]=2)[CH2:4][C:3]1([CH3:22])[CH3:21].[NH2:23][CH2:24][CH2:25][C:26]1[CH:31]=[C:30]([Cl:32])[CH:29]=[CH:28][C:27]=1[S:33]([NH2:36])(=[O:35])=[O:34].CCN(C(C)C)C(C)C. (5) Given the product [O:2]=[C:1]1[CH2:4][C:5]2[C:6](=[CH:7][C:8]([C:9]([O:11][CH2:12][CH3:13])=[O:10])=[CH:14][CH:15]=2)[NH:16]1, predict the reactants needed to synthesize it. The reactants are: [C:1]([CH2:4][C:5]1[CH:15]=[CH:14][C:8]([C:9]([O:11][CH2:12][CH3:13])=[O:10])=[CH:7][C:6]=1[N+:16]([O-])=O)(O)=[O:2].[H][H].O. (6) Given the product [C:22]([O:26][C:27]([N:29]([C:31]1[CH:36]=[C:35]([CH2:37][OH:38])[CH:34]=[CH:33][N:32]=1)[CH3:30])=[O:28])([CH3:25])([CH3:23])[CH3:24], predict the reactants needed to synthesize it. The reactants are: O.O.O.[F-].C([N+](CCCC)(CCCC)CCCC)CCC.[C:22]([O:26][C:27]([N:29]([C:31]1[CH:36]=[C:35]([CH2:37][O:38][Si](C(C)(C)C)(C)C)[CH:34]=[CH:33][N:32]=1)[CH3:30])=[O:28])([CH3:25])([CH3:24])[CH3:23].C(OCC)(=O)C.O. (7) Given the product [CH3:1][O:2][C:3]1[CH:22]=[CH:21][C:6]([C:7]([C:9]2[C:18](=[O:19])[C:17]3[C:12](=[CH:13][CH:14]=[C:15]([CH3:20])[N:16]=3)[N:11]([CH2:25][C:26]3[CH:31]=[CH:30][CH:29]=[C:28]([CH3:32])[N:27]=3)[CH:10]=2)=[O:8])=[CH:5][C:4]=1[CH3:23], predict the reactants needed to synthesize it. The reactants are: [CH3:1][O:2][C:3]1[CH:22]=[CH:21][C:6]([C:7]([C:9]2[C:18](=[O:19])[C:17]3[C:12](=[CH:13][CH:14]=[C:15]([CH3:20])[N:16]=3)[NH:11][CH:10]=2)=[O:8])=[CH:5][C:4]=1[CH3:23].Br[CH2:25][C:26]1[CH:31]=[CH:30][CH:29]=[C:28]([CH3:32])[N:27]=1. (8) Given the product [CH3:17][C@H:13]1[CH2:14][CH2:15][CH2:16][N:12]1[CH2:11][C@H:9]1[CH2:10][C@@H:8]1[C:5]1[CH:6]=[CH:7][C:2]([N:18]2[CH:23]=[CH:22][CH:21]=[CH:20][NH:19]2)=[CH:3][CH:4]=1, predict the reactants needed to synthesize it. The reactants are: Br[C:2]1[CH:7]=[CH:6][C:5]([C@H:8]2[CH2:10][C@@H:9]2[CH2:11][N:12]2[CH2:16][CH2:15][CH2:14][C@@H:13]2[CH3:17])=[CH:4][CH:3]=1.[N:18]1[NH:19][C:20](=O)[CH:21]=[CH:22][CH:23]=1.CNCCNC. (9) Given the product [CH:3]([N:6]1[C:10]([C:11]2[N:12]=[C:13]3[C:19]4[CH:20]=[CH:21][C:22]([CH2:24][NH2:26])=[CH:23][C:18]=4[O:17][CH2:16][CH2:15][N:14]3[CH:27]=2)=[CH:9][CH:8]=[N:7]1)([CH3:5])[CH3:4], predict the reactants needed to synthesize it. The reactants are: [AlH4-].[Li+].[CH:3]([N:6]1[C:10]([C:11]2[N:12]=[C:13]3[C:19]4[CH:20]=[CH:21][C:22]([C:24]([NH2:26])=O)=[CH:23][C:18]=4[O:17][CH2:16][CH2:15][N:14]3[CH:27]=2)=[CH:9][CH:8]=[N:7]1)([CH3:5])[CH3:4].